Task: Binary Classification. Given a drug SMILES string, predict its activity (active/inactive) in a high-throughput screening assay against a specified biological target.. Dataset: Cav3 T-type calcium channel HTS with 100,875 compounds (1) The compound is S(c1n(c(nn1)COc1c(cccc1)C)c1cc(OC)ccc1)CC(O)=O. The result is 0 (inactive). (2) The compound is Brc1cc(S(=O)(=O)N2CCC(CC2)C(OCC)=O)c2N(C(=O)C3CC3)CCc2c1. The result is 0 (inactive). (3) The result is 0 (inactive). The drug is S1C(Cc2c(C1)c(nc(N1CCN(CC1)C(=O)C)c2C#N)c1occc1)(C)C. (4) The compound is s1c(c(c2c(N3CCc4c(C3)cccc4)ncnc12)C)C(=O)N1CCOCC1. The result is 0 (inactive).